From a dataset of HIV replication inhibition screening data with 41,000+ compounds from the AIDS Antiviral Screen. Binary Classification. Given a drug SMILES string, predict its activity (active/inactive) in a high-throughput screening assay against a specified biological target. (1) The molecule is CCOC(=O)C1C(c2ccccc2)=C(c2ccccc2)C(c2ccccc2)=C1c1ccccc1. The result is 0 (inactive). (2) The compound is O=NN(CCCl)C(=O)NC1CCCCC1. The result is 0 (inactive). (3) The drug is O=C(CC(=O)n1nc(-c2ccccc2)c(N=Nc2ccc(Cl)cc2)c1-c1ccccc1)Nc1ccc(Cl)cc1. The result is 0 (inactive). (4) The drug is C=CCOc1ccccc1C1(O)c2ccccc2C2=NCCCN21.Cl. The result is 0 (inactive). (5) The compound is CC(C)(C)OC(=O)NC1CCCC1O. The result is 0 (inactive). (6) The drug is Oc1ncc(CN2CCOCC2)c(O)n1. The result is 0 (inactive). (7) The compound is CCOC(=O)c1cc2c([nH]1)c(O)cc1c2ccn1Cc1ccccc1. The result is 0 (inactive).